Dataset: Cav3 T-type calcium channel HTS with 100,875 compounds. Task: Binary Classification. Given a drug SMILES string, predict its activity (active/inactive) in a high-throughput screening assay against a specified biological target. (1) The drug is S(c1ncccc1C(OCC(=O)N1CCOCC1)=O)C. The result is 0 (inactive). (2) The molecule is O(C(=O)N1CCC(CC1)c1nc2n([nH]c(c2)c2ccccc2)c(=O)c1)CC. The result is 0 (inactive). (3) The compound is S(=O)(=O)(Nc1sc(nn1)COC)c1c(cc(cc1C)C)C. The result is 0 (inactive). (4) The drug is S(CC(=O)N1CCCCC1)c1[nH]c2nc(cc(c2c(=O)n1)C)C. The result is 0 (inactive).